This data is from NCI-60 drug combinations with 297,098 pairs across 59 cell lines. The task is: Regression. Given two drug SMILES strings and cell line genomic features, predict the synergy score measuring deviation from expected non-interaction effect. (1) Drug 1: CC1=C(C=C(C=C1)NC(=O)C2=CC=C(C=C2)CN3CCN(CC3)C)NC4=NC=CC(=N4)C5=CN=CC=C5. Drug 2: CS(=O)(=O)CCNCC1=CC=C(O1)C2=CC3=C(C=C2)N=CN=C3NC4=CC(=C(C=C4)OCC5=CC(=CC=C5)F)Cl. Cell line: OVCAR-5. Synergy scores: CSS=1.66, Synergy_ZIP=-1.06, Synergy_Bliss=-1.43, Synergy_Loewe=-7.61, Synergy_HSA=-4.42. (2) Drug 1: CN(C(=O)NC(C=O)C(C(C(CO)O)O)O)N=O. Drug 2: C1CCC(C(C1)N)N.C(=O)(C(=O)[O-])[O-].[Pt+4]. Cell line: NCI-H226. Synergy scores: CSS=3.10, Synergy_ZIP=-5.69, Synergy_Bliss=-8.80, Synergy_Loewe=-20.2, Synergy_HSA=-10.8. (3) Drug 1: CC1=CC2C(CCC3(C2CCC3(C(=O)C)OC(=O)C)C)C4(C1=CC(=O)CC4)C. Drug 2: CN(C)N=NC1=C(NC=N1)C(=O)N. Cell line: NCI-H460. Synergy scores: CSS=16.2, Synergy_ZIP=-4.67, Synergy_Bliss=1.72, Synergy_Loewe=-6.25, Synergy_HSA=0.894. (4) Drug 1: CN(C)N=NC1=C(NC=N1)C(=O)N. Drug 2: CN(C)C1=NC(=NC(=N1)N(C)C)N(C)C. Cell line: NCI-H226. Synergy scores: CSS=-6.05, Synergy_ZIP=1.47, Synergy_Bliss=-2.08, Synergy_Loewe=-5.86, Synergy_HSA=-5.51.